The task is: Regression. Given two drug SMILES strings and cell line genomic features, predict the synergy score measuring deviation from expected non-interaction effect.. This data is from NCI-60 drug combinations with 297,098 pairs across 59 cell lines. Drug 1: CC1=C2C(C(=O)C3(C(CC4C(C3C(C(C2(C)C)(CC1OC(=O)C(C(C5=CC=CC=C5)NC(=O)OC(C)(C)C)O)O)OC(=O)C6=CC=CC=C6)(CO4)OC(=O)C)OC)C)OC. Drug 2: CC12CCC3C(C1CCC2O)C(CC4=C3C=CC(=C4)O)CCCCCCCCCS(=O)CCCC(C(F)(F)F)(F)F. Cell line: TK-10. Synergy scores: CSS=54.3, Synergy_ZIP=6.58, Synergy_Bliss=7.50, Synergy_Loewe=-8.72, Synergy_HSA=8.83.